From a dataset of Full USPTO retrosynthesis dataset with 1.9M reactions from patents (1976-2016). Predict the reactants needed to synthesize the given product. Given the product [OH:24][C:9]1[C:10]2[S:16][C:15]([S:17][C:18]3[CH:19]=[CH:20][CH:21]=[CH:22][CH:23]=3)=[CH:14][C:11]=2[CH:12]=[N:13][C:8]=1[C:6]([NH:25][CH2:26][C:27]([OH:29])=[O:28])=[O:7], predict the reactants needed to synthesize it. The reactants are: C(O[C:6]([C:8]1[N:13]=[CH:12][C:11]2[CH:14]=[C:15]([S:17][C:18]3[CH:23]=[CH:22][CH:21]=[CH:20][CH:19]=3)[S:16][C:10]=2[C:9]=1[OH:24])=[O:7])CCC.[NH2:25][CH2:26][C:27]([OH:29])=[O:28].